Dataset: Peptide-MHC class II binding affinity with 134,281 pairs from IEDB. Task: Regression. Given a peptide amino acid sequence and an MHC pseudo amino acid sequence, predict their binding affinity value. This is MHC class II binding data. The peptide sequence is AFILDGDPLFPKV. The MHC is HLA-DQA10501-DQB10201 with pseudo-sequence HLA-DQA10501-DQB10201. The binding affinity (normalized) is 0.590.